Dataset: Catalyst prediction with 721,799 reactions and 888 catalyst types from USPTO. Task: Predict which catalyst facilitates the given reaction. (1) Reactant: [Cl:1][C:2]1[CH:7]=[CH:6][C:5]([C:8]([C:10]2[C:18]3[C:17]([S:19]([CH3:22])(=[O:21])=[O:20])=[CH:16][C:15]([F:23])=[CH:14][C:13]=3[N:12]3[CH2:24][CH2:25][CH:26]([CH2:27][C:28]([O:30][C:31]([CH3:34])([CH3:33])[CH3:32])=[O:29])[C:11]=23)=[CH2:9])=[CH:4][CH:3]=1. Product: [Cl:1][C:2]1[CH:7]=[CH:6][C:5]([CH:8]([C:10]2[C:18]3[C:17]([S:19]([CH3:22])(=[O:20])=[O:21])=[CH:16][C:15]([F:23])=[CH:14][C:13]=3[N:12]3[CH2:24][CH2:25][CH:26]([CH2:27][C:28]([O:30][C:31]([CH3:32])([CH3:34])[CH3:33])=[O:29])[C:11]=23)[CH3:9])=[CH:4][CH:3]=1. The catalyst class is: 50. (2) Reactant: [Cl:1][C:2]1[C:3]([C:12]([F:15])([F:14])[F:13])=[C:4]([C:8]([F:11])=[CH:9][CH:10]=1)[CH:5]=[N:6]O. Product: [Cl:1][C:2]1[C:3]([C:12]([F:15])([F:13])[F:14])=[C:4]([C:8]([F:11])=[CH:9][CH:10]=1)[C:5]#[N:6]. The catalyst class is: 152. (3) Reactant: [Cl:1][C:2]1[CH:7]=[CH:6][C:5]([CH:8]2[C:12]3[N:13]([CH:22]([CH3:24])[CH3:23])[C:14]([C:16]4[CH2:17][CH2:18][O:19][CH2:20][CH:21]=4)=[N:15][C:11]=3[C:10](=[O:25])[N:9]2[C:26]2[CH:27]=[C:28]([CH3:36])[C:29]3[N:33]=[N:32][N:31]([CH3:34])[C:30]=3[CH:35]=2)=[CH:4][CH:3]=1. Product: [Cl:1][C:2]1[CH:3]=[CH:4][C:5]([CH:8]2[C:12]3[N:13]([CH:22]([CH3:24])[CH3:23])[C:14]([CH:16]4[CH2:21][CH2:20][O:19][CH2:18][CH2:17]4)=[N:15][C:11]=3[C:10](=[O:25])[N:9]2[C:26]2[CH:27]=[C:28]([CH3:36])[C:29]3[N:33]=[N:32][N:31]([CH3:34])[C:30]=3[CH:35]=2)=[CH:6][CH:7]=1. The catalyst class is: 320. (4) Reactant: [F:1][C:2]([F:38])([F:37])[CH:3]([C:30]1[CH:35]=[CH:34][N+:33]([O-])=[CH:32][CH:31]=1)[O:4][C:5]1[C:14]([N:15]([CH2:22][O:23][CH2:24][CH2:25][Si:26]([CH3:29])([CH3:28])[CH3:27])[S:16]([CH2:19][CH2:20][CH3:21])(=[O:18])=[O:17])=[N:13][C:12]2[C:7](=[CH:8][CH:9]=[CH:10][CH:11]=2)[N:6]=1.S([N:42]1[CH:46]=[CH:45][N:44]=[CH:43]1)([N:42]1[CH:46]=[CH:45][N:44]=[CH:43]1)(=O)=O.[OH-].[Na+]. Product: [N:42]1([C:34]2[CH:35]=[C:30]([CH:3]([O:4][C:5]3[C:14]([N:15]([CH2:22][O:23][CH2:24][CH2:25][Si:26]([CH3:29])([CH3:28])[CH3:27])[S:16]([CH2:19][CH2:20][CH3:21])(=[O:18])=[O:17])=[N:13][C:12]4[C:7]([N:6]=3)=[CH:8][CH:9]=[CH:10][CH:11]=4)[C:2]([F:38])([F:37])[F:1])[CH:31]=[CH:32][N:33]=2)[CH:46]=[CH:45][N:44]=[CH:43]1. The catalyst class is: 11. (5) Reactant: [CH3:1][O:2][C:3]1[C:10]([O:11][CH3:12])=[CH:9][C:6](C=O)=[C:5]([N+:13]([O-:15])=[O:14])[CH:4]=1.ClC1C=C(C=CC=1)C(OO)=[O:21].FC(F)(F)C(O)=O.[OH-].[Na+].Cl. Product: [CH3:1][O:2][C:3]1[C:10]([O:11][CH3:12])=[CH:9][C:6]([OH:21])=[C:5]([N+:13]([O-:15])=[O:14])[CH:4]=1. The catalyst class is: 98.